This data is from Catalyst prediction with 721,799 reactions and 888 catalyst types from USPTO. The task is: Predict which catalyst facilitates the given reaction. (1) Reactant: [F:1][C:2]1[CH:7]=[CH:6][C:5]([NH:8][C:9]([C:11]2[N:16]=[CH:15][C:14]([CH:17]([CH3:21])[C:18]([OH:20])=O)=[CH:13][CH:12]=2)=[O:10])=[CH:4][CH:3]=1.ON1C2C=CC=CC=2N=N1.F[B-](F)(F)F.N1(OC(N(C)C)=[N+](C)C)C2C=CC=CC=2N=N1.C(N(CC)CC)C.[C:61]([C:65]1[CH:69]=[C:68]([CH2:70][NH2:71])[N:67]([C:72]2[CH:77]=[CH:76][CH:75]=[C:74]([Cl:78])[CH:73]=2)[N:66]=1)([CH3:64])([CH3:63])[CH3:62]. Product: [C:61]([C:65]1[CH:69]=[C:68]([CH2:70][NH:71][C:18](=[O:20])[CH:17]([C:14]2[CH:13]=[CH:12][C:11]([C:9]([NH:8][C:5]3[CH:4]=[CH:3][C:2]([F:1])=[CH:7][CH:6]=3)=[O:10])=[N:16][CH:15]=2)[CH3:21])[N:67]([C:72]2[CH:77]=[CH:76][CH:75]=[C:74]([Cl:78])[CH:73]=2)[N:66]=1)([CH3:64])([CH3:62])[CH3:63]. The catalyst class is: 30. (2) The catalyst class is: 413. Reactant: C(=O)([O-])[O-].[K+].[K+].Cl.[CH3:8][O:9][NH2:10].[C:11](Cl)(=[O:20])[CH2:12][CH2:13][CH2:14][CH2:15][CH2:16][CH2:17][CH2:18][CH3:19]. Product: [CH3:8][O:9][NH:10][C:11](=[O:20])[CH2:12][CH2:13][CH2:14][CH2:15][CH2:16][CH2:17][CH2:18][CH3:19].